From a dataset of Reaction yield outcomes from USPTO patents with 853,638 reactions. Predict the reaction yield, written as a fraction of the theoretical maximum amount of product (1.0 means a 100% yield; for example, 0.34 means a 34% yield). (1) The reactants are [Cl-].[NH4+].O.[Cl:4][C:5]1[C:10]([C:11]([F:14])([F:13])[F:12])=[CH:9][C:8]([N+:15]([O-])=O)=[CH:7][N:6]=1. The catalyst is CO. The product is [Cl:4][C:5]1[N:6]=[CH:7][C:8]([NH2:15])=[CH:9][C:10]=1[C:11]([F:14])([F:12])[F:13]. The yield is 0.650. (2) The reactants are [H-].[Na+].Br[CH2:4][C:5]([O:7][CH3:8])=[O:6].[Br:9][C:10]1[NH:11][C:12]2[C:17]([C:18]=1[CH:19]1[CH2:24][CH2:23][CH2:22][CH2:21][CH2:20]1)=[CH:16][CH:15]=[C:14]([C:25]([O:27][C:28]([CH3:31])([CH3:30])[CH3:29])=[O:26])[CH:13]=2. No catalyst specified. The product is [Br:9][C:10]1[N:11]([CH2:4][C:5]([O:7][CH3:8])=[O:6])[C:12]2[C:17]([C:18]=1[CH:19]1[CH2:24][CH2:23][CH2:22][CH2:21][CH2:20]1)=[CH:16][CH:15]=[C:14]([C:25]([O:27][C:28]([CH3:31])([CH3:30])[CH3:29])=[O:26])[CH:13]=2. The yield is 0.800. (3) The product is [Cl:1][C:2]1[CH:7]=[CH:6][C:5]([C:8]2[S:9][C:10]([C:17]([C:19]3[O:20][CH:21]=[CH:22][CH:23]=3)=[O:18])=[CH:11][C:12]=2[CH2:13][C:14]([O:16][C:35]([CH3:38])([CH3:37])[CH3:36])=[O:15])=[CH:4][CH:3]=1. The catalyst is ClCCl. The yield is 0.620. The reactants are [Cl:1][C:2]1[CH:7]=[CH:6][C:5]([C:8]2[S:9][C:10]([C:17]([C:19]3[O:20][CH:21]=[CH:22][CH:23]=3)=[O:18])=[CH:11][C:12]=2[CH2:13][C:14]([OH:16])=[O:15])=[CH:4][CH:3]=1.C(Cl)(=O)C(Cl)=O.CN(C)C=O.[C:35](O)([CH3:38])([CH3:37])[CH3:36]. (4) The yield is 0.950. The product is [CH3:4][O:3][C:2]1[C:1]([O:9][CH3:10])=[CH:8][CH:7]=[CH:6][C:5]=1[C:18]([C:19]1[CH:24]=[CH:23][N:22]=[CH:21][CH:20]=1)=[O:25]. The reactants are [C:1]1([O:9][CH3:10])[C:2](=[CH:5][CH:6]=[CH:7][CH:8]=1)[O:3][CH3:4].[Li]CCCC.CN(OC)[C:18](=[O:25])[C:19]1[CH:24]=[CH:23][N:22]=[CH:21][CH:20]=1. The catalyst is O1CCCC1.